From a dataset of Peptide-MHC class II binding affinity with 134,281 pairs from IEDB. Regression. Given a peptide amino acid sequence and an MHC pseudo amino acid sequence, predict their binding affinity value. This is MHC class II binding data. The peptide sequence is SQDLELSWNLQGLQAY. The MHC is DRB1_0802 with pseudo-sequence DRB1_0802. The binding affinity (normalized) is 0.367.